This data is from Forward reaction prediction with 1.9M reactions from USPTO patents (1976-2016). The task is: Predict the product of the given reaction. (1) Given the reactants [F:1][C:2]1[CH:3]=[C:4]([C:9]2([OH:14])[CH2:13][CH2:12][NH:11][CH2:10]2)[CH:5]=[CH:6][C:7]=1[F:8].C(=O)([O-])[O-].[K+].[K+].[CH:21](Br)([CH3:23])[CH3:22], predict the reaction product. The product is: [F:1][C:2]1[CH:3]=[C:4]([C:9]2([OH:14])[CH2:13][CH2:12][N:11]([CH:21]([CH3:23])[CH3:22])[CH2:10]2)[CH:5]=[CH:6][C:7]=1[F:8]. (2) Given the reactants [CH3:1][O:2][CH2:3][CH2:4][OH:5].[H-].[Na+].CS[C:10]1[N:11]=[N:12][C:13]([C:27]#[N:28])=[C:14]([N:16]2[CH2:22][CH2:21][C:20]3[CH:23]=[CH:24][CH:25]=[CH:26][C:19]=3[CH2:18][CH2:17]2)[N:15]=1, predict the reaction product. The product is: [CH3:1][O:2][CH2:3][CH2:4][O:5][C:10]1[N:11]=[N:12][C:13]([C:27]#[N:28])=[C:14]([N:16]2[CH2:22][CH2:21][C:20]3[CH:23]=[CH:24][CH:25]=[CH:26][C:19]=3[CH2:18][CH2:17]2)[N:15]=1. (3) The product is: [C:15]([C:11]1[O:12][C:13]([CH3:14])=[C:9]([C:7]2[NH:6][C:5]3[C:19]([C:21]([F:22])([F:23])[F:24])=[CH:20][C:2]([C:28]4[CH:29]=[CH:30][CH:31]=[CH:32][C:27]=4[C:26]([F:37])([F:36])[F:25])=[CH:3][C:4]=3[N:8]=2)[N:10]=1)([CH3:18])([CH3:17])[CH3:16]. Given the reactants Br[C:2]1[CH:20]=[C:19]([C:21]([F:24])([F:23])[F:22])[C:5]2[NH:6][C:7]([C:9]3[N:10]=[C:11]([C:15]([CH3:18])([CH3:17])[CH3:16])[O:12][C:13]=3[CH3:14])=[N:8][C:4]=2[CH:3]=1.[F:25][C:26]([F:37])([F:36])[C:27]1[CH:32]=[CH:31][CH:30]=[CH:29][C:28]=1B(O)O, predict the reaction product. (4) Given the reactants [Cl:1][C:2]1[CH:7]=[CH:6][C:5]([C:8]2[CH:9]=[C:10]([CH:17]3[CH2:19][CH2:18]3)[C:11]3[N:12]([CH:14]=[CH:15][N:16]=3)[CH:13]=2)=[CH:4][CH:3]=1.[I:20]Cl, predict the reaction product. The product is: [Cl:1][C:2]1[CH:3]=[CH:4][C:5]([C:8]2[CH:9]=[C:10]([CH:17]3[CH2:19][CH2:18]3)[C:11]3[N:12]([C:14]([I:20])=[CH:15][N:16]=3)[CH:13]=2)=[CH:6][CH:7]=1. (5) Given the reactants [CH2:1]=[CH:2][CH:3]=[CH2:4].[CH3:5][CH2:6][C:7]([CH2:9][CH2:10]/[CH:11]=[C:12](/[CH2:14][CH2:15][CH:16]=[C:17]([CH3:19])[CH3:18])\[CH3:13])=[CH2:8], predict the reaction product. The product is: [CH3:5][CH2:6][C:7]([CH2:9][CH2:10]/[CH:11]=[C:12](/[CH2:14][CH2:15][CH:16]=[C:17]([CH3:18])[CH3:19])\[CH3:13])=[CH2:8].[CH2:1]=[CH:2][CH:3]=[CH2:4].[CH3:1][CH2:2][C:3]([CH2:9][CH2:10]/[CH:11]=[C:12](/[CH2:14][CH2:15][CH:16]=[C:17]([CH3:18])[CH3:19])\[CH3:13])=[CH2:4]. (6) Given the reactants FC(F)(F)C(O)=O.[Br:8][C:9]1[N:10]=[C:11]([C:14]2([OH:20])[CH2:19][CH2:18][NH:17][CH2:16][CH2:15]2)[S:12][CH:13]=1.C(N(C(C)C)CC)(C)C.[F:30][C:31]([F:42])([F:41])[C:32]1[CH:37]=[CH:36][C:35]([N:38]=[C:39]=[O:40])=[CH:34][CH:33]=1.[Cl-].[NH4+], predict the reaction product. The product is: [Br:8][C:9]1[N:10]=[C:11]([C:14]2([OH:20])[CH2:15][CH2:16][N:17]([C:39]([NH:38][C:35]3[CH:34]=[CH:33][C:32]([C:31]([F:30])([F:41])[F:42])=[CH:37][CH:36]=3)=[O:40])[CH2:18][CH2:19]2)[S:12][CH:13]=1.